This data is from NCI-60 drug combinations with 297,098 pairs across 59 cell lines. The task is: Regression. Given two drug SMILES strings and cell line genomic features, predict the synergy score measuring deviation from expected non-interaction effect. (1) Drug 1: CCC1=C2CN3C(=CC4=C(C3=O)COC(=O)C4(CC)O)C2=NC5=C1C=C(C=C5)O. Drug 2: CC(C)(C#N)C1=CC(=CC(=C1)CN2C=NC=N2)C(C)(C)C#N. Cell line: OVCAR-5. Synergy scores: CSS=29.9, Synergy_ZIP=-5.90, Synergy_Bliss=-0.201, Synergy_Loewe=-38.7, Synergy_HSA=-1.39. (2) Drug 1: CS(=O)(=O)CCNCC1=CC=C(O1)C2=CC3=C(C=C2)N=CN=C3NC4=CC(=C(C=C4)OCC5=CC(=CC=C5)F)Cl. Drug 2: CC1C(C(CC(O1)OC2CC(OC(C2O)C)OC3=CC4=CC5=C(C(=O)C(C(C5)C(C(=O)C(C(C)O)O)OC)OC6CC(C(C(O6)C)O)OC7CC(C(C(O7)C)O)OC8CC(C(C(O8)C)O)(C)O)C(=C4C(=C3C)O)O)O)O. Cell line: LOX IMVI. Synergy scores: CSS=56.8, Synergy_ZIP=2.50, Synergy_Bliss=1.75, Synergy_Loewe=-26.3, Synergy_HSA=-3.56.